Dataset: Reaction yield outcomes from USPTO patents with 853,638 reactions. Task: Predict the reaction yield, written as a fraction of the theoretical maximum amount of product (1.0 means a 100% yield; for example, 0.34 means a 34% yield). The reactants are [Cl:1][C:2]1[C:3]([Cl:15])=[C:4]([Cl:14])[C:5]([Cl:13])=[C:6]2[C:11](=O)[O:10][C:8](=[O:9])[C:7]=12.[Cl:16][C:17]1[CH:23]=[CH:22][C:20]([OH:21])=[CH:19][C:18]=1[OH:24]. The catalyst is CN(C=O)C.O. The product is [Cl:16][C:17]1[C:18]([OH:24])=[CH:19][C:20]2[O:21][C:20]3[C:22](=[CH:23][C:17]([Cl:16])=[C:18]([OH:24])[CH:19]=3)[C:11]3([C:6]4[C:7](=[C:2]([Cl:1])[C:3]([Cl:15])=[C:4]([Cl:14])[C:5]=4[Cl:13])[C:8](=[O:9])[O:10]3)[C:22]=2[CH:23]=1. The yield is 0.923.